From a dataset of Reaction yield outcomes from USPTO patents with 853,638 reactions. Predict the reaction yield, written as a fraction of the theoretical maximum amount of product (1.0 means a 100% yield; for example, 0.34 means a 34% yield). The reactants are Br[CH2:2][CH2:3][CH2:4][CH2:5][C:6]([CH3:18])([C:12]1[CH:17]=[CH:16][CH:15]=[CH:14][CH:13]=1)[C:7]([O:9][CH2:10][CH3:11])=[O:8].N[C:20](N)=[S:21].[OH-:23].[K+]. The catalyst is C(O)C. The product is [CH2:10]([O:9][C:7](=[O:8])[C:6]([CH3:18])([C:12]1[CH:17]=[CH:16][CH:15]=[CH:14][CH:13]=1)[CH2:5][CH2:4][CH2:3][CH2:2][S:21][CH2:20][CH2:3][CH2:4][CH2:5][C:6]([C:7]([O:9][CH2:10][CH3:11])=[O:23])([C:12]1[CH:13]=[CH:14][CH:15]=[CH:16][CH:17]=1)[CH3:18])[CH3:11]. The yield is 0.850.